Predict the reactants needed to synthesize the given product. From a dataset of Full USPTO retrosynthesis dataset with 1.9M reactions from patents (1976-2016). (1) Given the product [CH:44]([NH:47][C:27]([C:11]1[C:6]2[NH:7][C:8]3[CH:9]=[CH:10][C:2]([F:1])=[CH:3][C:4]=3[C:5]=2[C:15]([CH3:17])([CH3:16])[CH2:14][N:13]([C:18](=[O:26])[C:19]2[CH:20]=[CH:21][C:22]([F:25])=[CH:23][CH:24]=2)[CH:12]=1)=[O:28])([CH3:46])[CH3:45], predict the reactants needed to synthesize it. The reactants are: [F:1][C:2]1[CH:10]=[CH:9][C:8]2[NH:7][C:6]3[CH:11]([C:27](OCC)=[O:28])[CH2:12][N:13]([C:18](=[O:26])[C:19]4[CH:24]=[CH:23][C:22]([F:25])=[CH:21][CH:20]=4)[CH2:14][C:15]([CH3:17])([CH3:16])[C:5]=3[C:4]=2[CH:3]=1.C1N=CN(C(N2C=NC=C2)=O)C=1.[CH:44]([NH2:47])([CH3:46])[CH3:45]. (2) Given the product [ClH:41].[Cl:41][C:10]1[CH:9]=[C:8]([CH:39]=[C:38]([F:40])[C:11]=1[CH2:12][S:13][C:14]1[N:15]([C:31]2[CH:32]=[CH:33][C:34]([F:37])=[CH:35][CH:36]=2)[C:16]([C:19]([C:22]2[CH:27]=[CH:26][C:25]([F:28])=[C:24]([O:29][CH3:30])[CH:23]=2)([CH3:21])[CH3:20])=[CH:17][N:18]=1)[O:7][CH2:6][CH2:5][CH2:4][NH2:1], predict the reactants needed to synthesize it. The reactants are: [N:1]([CH2:4][CH2:5][CH2:6][O:7][C:8]1[CH:39]=[C:38]([F:40])[C:11]([CH2:12][S:13][C:14]2[N:15]([C:31]3[CH:36]=[CH:35][C:34]([F:37])=[CH:33][CH:32]=3)[C:16]([C:19]([C:22]3[CH:27]=[CH:26][C:25]([F:28])=[C:24]([O:29][CH3:30])[CH:23]=3)([CH3:21])[CH3:20])=[CH:17][N:18]=2)=[C:10]([Cl:41])[CH:9]=1)=[N+]=[N-]. (3) Given the product [F:17][C:14]([F:15])([F:16])[C:12]1[CH:11]=[CH:10][N:9]=[C:8]([NH:7][C:3]2[N:4]=[C:5]([NH2:6])[NH:19][N:18]=2)[CH:13]=1, predict the reactants needed to synthesize it. The reactants are: CS[CH:3]([NH:7][C:8]1[CH:13]=[C:12]([C:14]([F:17])([F:16])[F:15])[CH:11]=[CH:10][N:9]=1)[NH:4][C:5]#[N:6].[NH2:18][NH2:19]. (4) Given the product [Cl:25][CH2:26][CH2:27][CH2:28][CH2:29][CH2:30][CH2:31][O:1][C:2]1[CH:3]=[CH:4][C:5](/[CH:8]=[CH:9]/[C:10]([O:12][C:13]2[CH:14]=[CH:15][C:16]([O:19][CH2:20][CH2:21][CH2:22][CH2:23][CH3:24])=[CH:17][CH:18]=2)=[O:11])=[CH:6][CH:7]=1, predict the reactants needed to synthesize it. The reactants are: [OH:1][C:2]1[CH:7]=[CH:6][C:5](/[CH:8]=[CH:9]/[C:10]([O:12][C:13]2[CH:18]=[CH:17][C:16]([O:19][CH2:20][CH2:21][CH2:22][CH2:23][CH3:24])=[CH:15][CH:14]=2)=[O:11])=[CH:4][CH:3]=1.[Cl:25][CH2:26][CH2:27][CH2:28][CH2:29][CH2:30][CH2:31]O.C1(P(C2C=CC=CC=2)C2C=CC=CC=2)C=CC=CC=1.C(OC(N=NC(OCC)=O)=O)C.